From a dataset of Full USPTO retrosynthesis dataset with 1.9M reactions from patents (1976-2016). Predict the reactants needed to synthesize the given product. (1) Given the product [N:13]([CH2:2][C@H:3]1[CH2:12][CH2:11][C:10]2[C:5](=[CH:6][CH:7]=[CH:8][CH:9]=2)[O:4]1)=[N+:14]=[N-:15], predict the reactants needed to synthesize it. The reactants are: Br[CH2:2][C@H:3]1[CH2:12][CH2:11][C:10]2[C:5](=[CH:6][CH:7]=[CH:8][CH:9]=2)[O:4]1.[N-:13]=[N+:14]=[N-:15].[Na+]. (2) Given the product [Br:8][C:6]1[CH:7]=[C:2]2[C:3]([C:9](=[O:11])[CH:10]=[N:12][NH:1]2)=[CH:4][CH:5]=1, predict the reactants needed to synthesize it. The reactants are: [NH2:1][C:2]1[CH:7]=[C:6]([Br:8])[CH:5]=[CH:4][C:3]=1[C:9](=[O:11])[CH3:10].[N:12]([O-])=O.[Na+].C([O-])(=O)C.[Na+].